This data is from NCI-60 drug combinations with 297,098 pairs across 59 cell lines. The task is: Regression. Given two drug SMILES strings and cell line genomic features, predict the synergy score measuring deviation from expected non-interaction effect. (1) Drug 1: CCCS(=O)(=O)NC1=C(C(=C(C=C1)F)C(=O)C2=CNC3=C2C=C(C=N3)C4=CC=C(C=C4)Cl)F. Drug 2: C1=CC(=CC=C1C#N)C(C2=CC=C(C=C2)C#N)N3C=NC=N3. Cell line: SK-MEL-28. Synergy scores: CSS=21.6, Synergy_ZIP=-1.48, Synergy_Bliss=-1.76, Synergy_Loewe=-22.1, Synergy_HSA=-3.64. (2) Drug 1: C1=C(C(=O)NC(=O)N1)N(CCCl)CCCl. Drug 2: COC1=NC(=NC2=C1N=CN2C3C(C(C(O3)CO)O)O)N. Cell line: T-47D. Synergy scores: CSS=25.7, Synergy_ZIP=9.14, Synergy_Bliss=9.92, Synergy_Loewe=-5.37, Synergy_HSA=8.03. (3) Drug 1: C1CC(CNC1)C2=CC=C(C=C2)N3C=C4C=CC=C(C4=N3)C(=O)N. Drug 2: CCC1=C2N=C(C=C(N2N=C1)NCC3=C[N+](=CC=C3)[O-])N4CCCCC4CCO. Cell line: NCIH23. Synergy scores: CSS=51.9, Synergy_ZIP=-3.27, Synergy_Bliss=-3.86, Synergy_Loewe=-6.70, Synergy_HSA=-1.36. (4) Drug 1: COC1=NC(=NC2=C1N=CN2C3C(C(C(O3)CO)O)O)N. Drug 2: CC12CCC3C(C1CCC2O)C(CC4=C3C=CC(=C4)O)CCCCCCCCCS(=O)CCCC(C(F)(F)F)(F)F. Cell line: K-562. Synergy scores: CSS=54.0, Synergy_ZIP=1.52, Synergy_Bliss=2.13, Synergy_Loewe=-0.655, Synergy_HSA=4.53.